This data is from Reaction yield outcomes from USPTO patents with 853,638 reactions. The task is: Predict the reaction yield, written as a fraction of the theoretical maximum amount of product (1.0 means a 100% yield; for example, 0.34 means a 34% yield). (1) The reactants are Cl[C:2]1[CH:7]=[C:6](I)[C:5]([Cl:9])=[CH:4][N:3]=1.[NH2:10][C:11]1[C:18]([F:19])=[CH:17][CH:16]=[CH:15][C:12]=1[C:13]#[N:14].[O-]P(OP(OP([O-])([O-])=O)([O-])=O)(=O)[O-].[K+].[K+].[K+].[K+].[K+].C1C=CC(P(C2C(OC3C(P(C4C=CC=CC=4)C4C=CC=CC=4)=CC=CC=3)=CC=CC=2)C2C=CC=CC=2)=CC=1.[CH3:77][C:78]1[CH:82]=[C:81]([NH2:83])[N:80]([CH:84]([CH3:86])[CH3:85])[N:79]=1.C(=O)([O-])[O-].[Cs+].[Cs+]. The catalyst is O1CCOCC1.C([O-])(=O)C.[Pd+2].C([O-])(=O)C. The product is [Cl:9][C:5]1[C:6]([NH:10][C:11]2[C:18]([F:19])=[CH:17][CH:16]=[CH:15][C:12]=2[C:13]#[N:14])=[CH:7][C:2]([NH:83][C:81]2[N:80]([CH:84]([CH3:86])[CH3:85])[N:79]=[C:78]([CH3:77])[CH:82]=2)=[N:3][CH:4]=1. The yield is 0.534. (2) The reactants are [Cl:1][C:2]1[C:11]([CH:12]=[O:13])=[CH:10][C:9]2[C:4](=[CH:5][C:6]([O:15][CH2:16][C:17]3[CH:22]=[CH:21][CH:20]=[CH:19][N:18]=3)=[C:7]([Cl:14])[CH:8]=2)[N:3]=1.[CH3:23][Mg]Br. The catalyst is C(Cl)Cl. The product is [Cl:1][C:2]1[C:11]([C:12](=[O:13])[CH3:23])=[CH:10][C:9]2[C:4](=[CH:5][C:6]([O:15][CH2:16][C:17]3[CH:22]=[CH:21][CH:20]=[CH:19][N:18]=3)=[C:7]([Cl:14])[CH:8]=2)[N:3]=1. The yield is 0.790. (3) The reactants are [F:1][C:2]([F:28])([F:27])[C:3]1[CH:8]=[CH:7][C:6]([C:9]2[C:10]([C:15]([NH:17][C:18]3[CH:19]=[C:20]([C:24]([OH:26])=O)[N:21]([CH3:23])[CH:22]=3)=[O:16])=[CH:11][CH:12]=[CH:13][CH:14]=2)=[CH:5][CH:4]=1.[CH3:29][CH:30]1[CH2:35][CH2:34][CH2:33][N:32]([C:36]2[CH:43]=[CH:42][C:39]([CH2:40][NH2:41])=[CH:38][CH:37]=2)[CH2:31]1.CN(C(ON1N=NC2C=CC=CC1=2)=[N+](C)C)C.[B-](F)(F)(F)F.C(N(CC)CC)C. The catalyst is O1CCCC1.ClCCl.C(O)C. The product is [CH3:29][CH:30]1[CH2:35][CH2:34][CH2:33][N:32]([C:36]2[CH:37]=[CH:38][C:39]([CH2:40][NH:41][C:24]([C:20]3[N:21]([CH3:23])[CH:22]=[C:18]([NH:17][C:15]([C:10]4[C:9]([C:6]5[CH:5]=[CH:4][C:3]([C:2]([F:28])([F:1])[F:27])=[CH:8][CH:7]=5)=[CH:14][CH:13]=[CH:12][CH:11]=4)=[O:16])[CH:19]=3)=[O:26])=[CH:42][CH:43]=2)[CH2:31]1. The yield is 0.160. (4) The catalyst is C1COCC1. The reactants are C(OC([N:8]1[C:16]2[C:11](=[CH:12][CH:13]=[CH:14][CH:15]=2)[CH:10]=[C:9]1[C:17]1[CH:22]=[C:21]([CH:23]=[O:24])[C:20]([O:25][CH3:26])=[CH:19][C:18]=1[O:27][CH3:28])=O)(C)(C)C.[N+](CCCC)(CCCC)(CCCC)CCCC.[F-].C(Cl)Cl. The product is [NH:8]1[C:16]2[C:11](=[CH:12][CH:13]=[CH:14][CH:15]=2)[CH:10]=[C:9]1[C:17]1[C:18]([O:27][CH3:28])=[CH:19][C:20]([O:25][CH3:26])=[C:21]([CH:22]=1)[CH:23]=[O:24]. The yield is 0.300. (5) The reactants are [Br:1][C:2]1[CH:7]=[CH:6][C:5]([CH2:8][C:9]([O:11][CH2:12][CH3:13])=[O:10])=[C:4]([F:14])[CH:3]=1.[Br:15]N1C(=O)CCC1=O.N(C(C)(C)C#N)=NC(C)(C)C#N. The catalyst is C(Cl)(Cl)(Cl)Cl. The product is [Br:15][CH:8]([C:5]1[CH:6]=[CH:7][C:2]([Br:1])=[CH:3][C:4]=1[F:14])[C:9]([O:11][CH2:12][CH3:13])=[O:10]. The yield is 0.960. (6) The reactants are [CH3:1][O:2][CH2:3][C@@H:4]([N:7]([CH2:15][CH:16]=[O:17])[C:8](=[O:14])[O:9][C:10]([CH3:13])([CH3:12])[CH3:11])[CH:5]=[CH2:6].[C:18]([O:22][CH3:23])(=[O:21])[CH:19]=[CH2:20].N12CCC(CC1)CC2. The catalyst is CO. The product is [C:10]([O:9][C:8]([N:7]([C@@H:4]([CH:5]=[CH2:6])[CH2:3][O:2][CH3:1])[CH2:15][CH:16]([OH:17])[C:19](=[CH2:20])[C:18]([O:22][CH3:23])=[O:21])=[O:14])([CH3:12])([CH3:13])[CH3:11]. The yield is 0.650. (7) The reactants are [NH2:1][C:2]1[CH:3]=[N:4][NH:5][C:6]=1[N:7]1[CH2:12][CH2:11][CH2:10][C@H:9]([NH:13]C(=O)OC(C)(C)C)[CH2:8]1.C(OC([NH:28][C:29]1[S:33][C:32]([C:34]2[C:39]([F:40])=[CH:38][CH:37]=[CH:36][C:35]=2[F:41])=[N:31][C:30]=1[C:42](O)=[O:43])=O)(C)(C)C.CN(C(ON1N=NC2C=CC=NC1=2)=[N+](C)C)C.F[P-](F)(F)(F)(F)F. The product is [NH2:28][C:29]1[S:33][C:32]([C:34]2[C:39]([F:40])=[CH:38][CH:37]=[CH:36][C:35]=2[F:41])=[N:31][C:30]=1[C:42]([NH:1][C:2]1[CH:3]=[N:4][NH:5][C:6]=1[N:7]1[CH2:12][CH2:11][CH2:10][C@H:9]([NH2:13])[CH2:8]1)=[O:43]. The yield is 0.230. No catalyst specified.